This data is from Full USPTO retrosynthesis dataset with 1.9M reactions from patents (1976-2016). The task is: Predict the reactants needed to synthesize the given product. (1) Given the product [C:1]([O:5][C:6]([N:8]1[C:21]2[C:13](=[CH:14][C:15]3[CH:16]=[C:17]([CH:23]=[O:24])[N:18]([CH3:22])[C:19]=3[CH:20]=2)[C:12]2[N:25]([CH2:34][C:35]3[CH:40]=[CH:39][C:38]([O:41][CH3:42])=[CH:37][C:36]=3[O:43][CH3:44])[C:26](=[O:33])[C:27]([C:30]([OH:32])=[O:31])=[C:28]([OH:29])[C:11]=2[CH2:10][CH2:9]1)=[O:7])([CH3:4])([CH3:3])[CH3:2], predict the reactants needed to synthesize it. The reactants are: [C:1]([O:5][C:6]([N:8]1[C:21]2[C:13](=[CH:14][C:15]3[CH:16]=[C:17]([CH2:23][OH:24])[N:18]([CH3:22])[C:19]=3[CH:20]=2)[C:12]2[N:25]([CH2:34][C:35]3[CH:40]=[CH:39][C:38]([O:41][CH3:42])=[CH:37][C:36]=3[O:43][CH3:44])[C:26](=[O:33])[C:27]([C:30]([OH:32])=[O:31])=[C:28]([OH:29])[C:11]=2[CH2:10][CH2:9]1)=[O:7])([CH3:4])([CH3:3])[CH3:2]. (2) Given the product [Cl:18][C:8]1[C:3]([C:1]#[N:2])=[CH:4][C:5]([C:11]([O:13][CH2:14][CH3:15])=[O:12])=[C:6]([CH3:10])[N:7]=1, predict the reactants needed to synthesize it. The reactants are: [C:1]([C:3]1[C:8](=O)[NH:7][C:6]([CH3:10])=[C:5]([C:11]([O:13][CH2:14][CH3:15])=[O:12])[CH:4]=1)#[N:2].P(Cl)(Cl)([Cl:18])=O. (3) The reactants are: [CH3:1][C@@H:2]1[O:7][C@H:6]([CH3:8])[CH2:5][N:4]([C:9]2[C:14]([CH:15]=[O:16])=[CH:13][C:12](B3OC(C)(C)C(C)(C)O3)=[CH:11][N:10]=2)[CH2:3]1.Br[C:27]1[S:31][C:30]([C:32]2[N:33]=[N:34][NH:35][N:36]=2)=[CH:29][CH:28]=1. Given the product [CH3:8][C@H:6]1[O:7][C@@H:2]([CH3:1])[CH2:3][N:4]([C:9]2[C:14]([CH:15]=[O:16])=[CH:13][C:12]([C:27]3[S:31][C:30]([C:32]4[NH:33][N:34]=[N:35][N:36]=4)=[CH:29][CH:28]=3)=[CH:11][N:10]=2)[CH2:5]1, predict the reactants needed to synthesize it. (4) Given the product [CH3:27][O:30][C:14]1[CH:13]=[CH:12][C:6]([C:7]2[CH:19]=[CH:18][CH:17]=[C:9]3[C:8]=2[CH2:23][C:22](=[O:25])[NH:4]3)=[CH:5][CH:15]=1, predict the reactants needed to synthesize it. The reactants are: [Br-].[Br-].[Br-].[NH+:4]1[CH:9]=[CH:8][CH:7]=[CH:6][CH:5]=1.[NH+]1[CH:15]=[CH:14][CH:13]=[CH:12]C=1.[NH+]1C=C[CH:19]=[CH:18][CH:17]=1.[C:22]([OH:25])(=O)[CH3:23].C[C:27]([OH:30])(C)C.C(O)C.C(O)(=O)C. (5) The reactants are: Cl.[CH3:2][O:3][C:4](=[O:11])[C@H:5]([CH2:7][CH2:8][CH2:9][CH3:10])[NH2:6].[C:12](O)(=[O:17])[CH2:13][CH2:14][CH:15]=[CH2:16].C(Cl)CCl.C1C=CC2N(O)N=NC=2C=1. Given the product [CH3:2][O:3][C:4](=[O:11])[C@H:5]([CH2:7][CH2:8][CH2:9][CH3:10])[NH:6][C:12](=[O:17])[CH2:13][CH2:14][CH:15]=[CH2:16], predict the reactants needed to synthesize it.